The task is: Predict the reactants needed to synthesize the given product.. This data is from Full USPTO retrosynthesis dataset with 1.9M reactions from patents (1976-2016). (1) The reactants are: Cl[C:2]1[C:3]([C:19]#[N:20])=[N:4][CH:5]=[C:6]([C:8]#[C:9][C:10]2[C:15]([CH3:16])=[CH:14][C:13]([CH3:17])=[CH:12][C:11]=2[CH3:18])[CH:7]=1.[CH3:21][C:22]1[CH:23]=[CH:24][C:25](B2OC(C)(C)C(C)(C)O2)=[C:26]([NH:28]C(=O)OC(C)(C)C)[CH:27]=1.C(=O)([O-])[O-].[Na+].[Na+]. Given the product [C:11]1([CH3:18])[CH:12]=[C:13]([CH3:17])[CH:14]=[C:15]([CH3:16])[C:10]=1[C:9]#[C:8][C:6]1[CH:5]=[N:4][C:3]2[C:2]([CH:7]=1)=[C:25]1[CH:24]=[CH:23][C:22]([CH3:21])=[CH:27][C:26]1=[N:28][C:19]=2[NH2:20], predict the reactants needed to synthesize it. (2) Given the product [C:1]([CH:5]1[CH2:13][C:12]2[C:7](=[CH:8][C:9]([N+:27]([O-:29])=[O:28])=[CH:10][CH:11]=2)[NH:6]1)([CH3:4])([CH3:2])[CH3:3], predict the reactants needed to synthesize it. The reactants are: [C:1]([CH:5]1[CH2:13][C:12]2[C:7](=[CH:8][CH:9]=[CH:10][CH:11]=2)[NH:6]1)([CH3:4])([CH3:3])[CH3:2].C(C1NC2C(C=1)=CC=CC=2)(C)(C)C.[N+:27]([O-])([O-:29])=[O:28].[K+].C([O-])([O-])=O.[Na+].[Na+]. (3) Given the product [CH3:1][P:2]([CH2:5][N:6]1[CH2:11][CH2:10][N:9]([CH2:12][C:13]2[CH:18]=[CH:17][C:16]([NH:19][C:20](=[O:30])[C:21]3[CH:26]=[CH:25][C:24]([CH3:27])=[C:23]([C:28]#[C:29][C:36]4[CH:45]=[N:44][C:43]5[NH:42][C:41](=[O:46])[O:60][CH2:59][C:38]=5[CH:37]=4)[CH:22]=3)=[CH:15][C:14]=2[C:31]([F:34])([F:32])[F:33])[CH2:8][CH2:7]1)([CH3:4])=[O:3], predict the reactants needed to synthesize it. The reactants are: [CH3:1][P:2]([CH2:5][N:6]1[CH2:11][CH2:10][N:9]([CH2:12][C:13]2[CH:18]=[CH:17][C:16]([NH:19][C:20](=[O:30])[C:21]3[CH:26]=[CH:25][C:24]([CH3:27])=[C:23]([C:28]#[CH:29])[CH:22]=3)=[CH:15][C:14]=2[C:31]([F:34])([F:33])[F:32])[CH2:8][CH2:7]1)([CH3:4])=[O:3].Br[C:36]1[CH:45]=[N:44][C:43]2[NH:42][C:41](=[O:46])CO[C:38]=2[CH:37]=1.N#N.C(N(CC)C(C)C)(C)C.C[CH2:59][O:60]C(C)=O. (4) Given the product [OH:33][CH:32]([CH2:34][OH:26])[CH2:31][CH2:1][N:5]1[C:9]2[N:10]=[C:11]([C:15]3[CH:20]=[CH:19][C:18]([C:21]([F:24])([F:23])[F:22])=[CH:17][CH:16]=3)[NH:12][C:13](=[O:14])[C:8]=2[CH:7]=[CH:6]1, predict the reactants needed to synthesize it. The reactants are: [CH2:1]([N:5]1[C:9]2[N:10]=[C:11]([C:15]3[CH:20]=[CH:19][C:18]([C:21]([F:24])([F:23])[F:22])=[CH:17][CH:16]=3)[NH:12][C:13](=[O:14])[C:8]=2[CH:7]=[CH:6]1)CC=C.[Mn]([O-])(=O)(=O)=[O:26].[K+].[CH3:31][C:32]([CH3:34])=[O:33]. (5) Given the product [CH3:8][C:6]1[CH:5]=[C:4]([NH:9][C:10]2[N:15]=[C:14]([N:16]3[CH:20]=[CH:19][C:18]([C:21]([F:23])([F:24])[F:22])=[N:17]3)[C:13]([C:25]3[CH:26]=[C:27]([C:33]([NH:42][S:39]([CH:37]([CH3:38])[CH3:36])(=[O:41])=[O:40])=[O:35])[C:28]([O:31][CH3:32])=[N:29][CH:30]=3)=[CH:12][N:11]=2)[CH:3]=[C:2]([CH3:1])[CH:7]=1, predict the reactants needed to synthesize it. The reactants are: [CH3:1][C:2]1[CH:3]=[C:4]([NH:9][C:10]2[N:15]=[C:14]([N:16]3[CH:20]=[CH:19][C:18]([C:21]([F:24])([F:23])[F:22])=[N:17]3)[C:13]([C:25]3[CH:26]=[C:27]([C:33]([OH:35])=O)[C:28]([O:31][CH3:32])=[N:29][CH:30]=3)=[CH:12][N:11]=2)[CH:5]=[C:6]([CH3:8])[CH:7]=1.[CH3:36][CH:37]([S:39]([NH2:42])(=[O:41])=[O:40])[CH3:38].C(N(CC)CC)C.[I-].ClC1C=CC=C[N+]=1C. (6) Given the product [CH3:37][C:35]([Si:38]([C:57]1[CH:62]=[CH:61][CH:60]=[CH:59][CH:58]=1)([C:63]1[CH:68]=[CH:67][CH:66]=[CH:65][CH:64]=1)[O:39][CH2:40][C@@H:41]([NH:46][C:47]([O:49][CH2:50][C:51]1[CH:52]=[CH:53][CH:54]=[CH:55][CH:56]=1)=[O:48])[CH2:42][C:43]([O:45][CH3:1])=[O:44])([CH3:34])[CH3:36], predict the reactants needed to synthesize it. The reactants are: [CH3:1]CN(C(C)C)C(C)C.CN(C(ON1N=NC2C=CC=CC1=2)=[N+](C)C)C.[B-](F)(F)(F)F.CO.[CH3:34][C:35]([Si:38]([C:63]1[CH:68]=[CH:67][CH:66]=[CH:65][CH:64]=1)([C:57]1[CH:62]=[CH:61][CH:60]=[CH:59][CH:58]=1)[O:39][CH2:40][C@@H:41]([NH:46][C:47]([O:49][CH2:50][C:51]1[CH:56]=[CH:55][CH:54]=[CH:53][CH:52]=1)=[O:48])[CH2:42][C:43]([OH:45])=[O:44])([CH3:37])[CH3:36]. (7) Given the product [CH2:10]([C:11]1[NH:7][C:2]2[CH:3]=[CH:4][CH:5]=[CH:6][C:1]=2[N:17]=1)[C:9]1[NH:8][C:1]2[CH:6]=[CH:5][CH:4]=[CH:3][C:2]=2[N:7]=1, predict the reactants needed to synthesize it. The reactants are: [C:1]1([NH2:8])[CH:6]=[CH:5][CH:4]=[CH:3][C:2]=1[NH2:7].[C:9](O)(=O)[CH2:10][C:11](O)=O.[OH-].[NH4+:17]. (8) Given the product [CH2:12]([O:11][C:9]([N:6]1[CH2:7][CH2:8][CH:3]([CH2:2][NH:1][C:25]2[CH:24]=[CH:23][N:22]=[CH:21][C:20]=2[Br:19])[CH2:4][CH2:5]1)=[O:10])[C:13]1[CH:14]=[CH:15][CH:16]=[CH:17][CH:18]=1, predict the reactants needed to synthesize it. The reactants are: [NH2:1][CH2:2][CH:3]1[CH2:8][CH2:7][N:6]([C:9]([O:11][CH2:12][C:13]2[CH:18]=[CH:17][CH:16]=[CH:15][CH:14]=2)=[O:10])[CH2:5][CH2:4]1.[Br:19][C:20]1[CH:21]=[N:22][CH:23]=[CH:24][C:25]=1Br. (9) Given the product [C:14]1([C:17]2[CH:22]=[CH:21][CH:20]=[CH:19][CH:18]=2)[CH:15]=[CH:16][C:11]([CH2:10][C@@H:3]([NH:2][C:33](=[O:34])[C:32]2[CH:36]=[CH:37][C:29]([NH:28][S:25]([CH3:24])(=[O:27])=[O:26])=[N:30][CH:31]=2)[CH2:4][C:5]([O:7][CH2:8][CH3:9])=[O:6])=[CH:12][CH:13]=1, predict the reactants needed to synthesize it. The reactants are: Cl.[NH2:2][C@H:3]([CH2:10][C:11]1[CH:16]=[CH:15][C:14]([C:17]2[CH:22]=[CH:21][CH:20]=[C:19](Cl)[CH:18]=2)=[CH:13][CH:12]=1)[CH2:4][C:5]([O:7][CH2:8][CH3:9])=[O:6].[CH3:24][S:25]([NH:28][C:29]1[CH:37]=[CH:36][C:32]([C:33](O)=[O:34])=[CH:31][N:30]=1)(=[O:27])=[O:26].CN(C(ON1N=NC2C=CC=NC1=2)=[N+](C)C)C.F[P-](F)(F)(F)(F)F. (10) Given the product [CH2:1]([CH:3]([C:6]1[C:11]2[N:12]([CH3:16])[C:13](=[O:15])[NH:14][C:10]=2[C:23]([C:22]([O:26][CH3:27])=[O:28])=[CH:8][CH:7]=1)[CH2:4][CH3:5])[CH3:2], predict the reactants needed to synthesize it. The reactants are: [CH2:1]([CH:3]([C:6]1[C:11]2[N:12]([CH3:16])[C:13](=[O:15])[NH:14][C:10]=2C(C#N)=[CH:8][CH:7]=1)[CH2:4][CH3:5])[CH3:2].[OH-].[K+].O.[C:22]([O:28]C)([O:26][CH3:27])(OC)[CH3:23].